Predict the reactants needed to synthesize the given product. From a dataset of Full USPTO retrosynthesis dataset with 1.9M reactions from patents (1976-2016). (1) Given the product [NH2:1][C:2]([CH3:29])([CH3:28])[CH2:3][CH2:4][C:5]1[N:10]=[CH:9][C:8]([C:11]2[CH:16]=[CH:15][N:14]=[C:13]([NH:17][CH:18]3[CH2:23][C:22]([CH3:25])([CH3:24])[NH:21][C:20]([CH3:27])([CH3:26])[CH2:19]3)[N:12]=2)=[CH:7][CH:6]=1, predict the reactants needed to synthesize it. The reactants are: [NH2:1][C:2]([CH3:29])([CH3:28])[C:3]#[C:4][C:5]1[N:10]=[CH:9][C:8]([C:11]2[CH:16]=[CH:15][N:14]=[C:13]([NH:17][CH:18]3[CH2:23][C:22]([CH3:25])([CH3:24])[NH:21][C:20]([CH3:27])([CH3:26])[CH2:19]3)[N:12]=2)=[CH:7][CH:6]=1. (2) Given the product [CH:1]1([CH2:6][C@H:7]([CH2:33][N:34]([CH:43]=[O:44])[OH:35])[C:8]([N:10]2[C@H:14]([C:15]([NH:17][C:18]3[NH:22][CH:21]=[CH:20][N:19]=3)=[O:16])[CH2:13][CH2:12][NH:11]2)=[O:9])[CH2:2][CH2:3][CH2:4][CH2:5]1, predict the reactants needed to synthesize it. The reactants are: [CH:1]1([CH2:6][C@H:7]([CH2:33][N:34]([CH:43]=[O:44])[O:35]CC2C=CC=CC=2)[C:8]([N:10]2[C@H:14]([C:15]([NH:17][C:18]3[NH:19][CH:20]=[CH:21][N:22]=3)=[O:16])[CH2:13][CH2:12][N:11]2C(OCC2C=CC=CC=2)=O)=[O:9])[CH2:5][CH2:4][CH2:3][CH2:2]1. (3) Given the product [C:1]1([CH2:7][CH2:8][C:9]([NH:11][C:12]2[CH:13]=[C:14]([CH:18]=[CH:19][N:20]=2)[C:15]([NH:23][NH:22][C:21]([O:25][CH2:26][C:27]2[CH:32]=[CH:31][CH:30]=[CH:29][CH:28]=2)=[O:24])=[O:17])=[O:10])[CH:2]=[CH:3][CH:4]=[CH:5][CH:6]=1, predict the reactants needed to synthesize it. The reactants are: [C:1]1([CH2:7][CH2:8][C:9]([NH:11][C:12]2[CH:13]=[C:14]([CH:18]=[CH:19][N:20]=2)[C:15]([OH:17])=O)=[O:10])[CH:6]=[CH:5][CH:4]=[CH:3][CH:2]=1.[C:21]([O:25][CH2:26][C:27]1[CH:32]=[CH:31][CH:30]=[CH:29][CH:28]=1)(=[O:24])[NH:22][NH2:23]. (4) The reactants are: C([O:3][C:4](=[O:20])[CH2:5][N:6]([CH2:8][CH2:9][C:10]1[CH:15]=[CH:14][C:13]([F:16])=[CH:12][C:11]=1[N+:17]([O-:19])=[O:18])[CH3:7])C. Given the product [F:16][C:13]1[CH:14]=[CH:15][C:10]([CH2:9][CH2:8][N:6]([CH2:5][C:4]([OH:20])=[O:3])[CH3:7])=[C:11]([N+:17]([O-:19])=[O:18])[CH:12]=1, predict the reactants needed to synthesize it. (5) Given the product [F:19][C:18]([F:21])([F:20])[C:15]1[CH:16]=[CH:17][C:12]([O:11][C:8]2[CH:9]=[CH:10][C:5]([O:4][C:2]([N:40]3[CH2:41][CH2:42][N:37]([S:34]([C:29]4[C:30]5[C:25](=[C:24]([N:23]([CH3:43])[CH3:22])[CH:33]=[CH:32][CH:31]=5)[CH:26]=[CH:27][CH:28]=4)(=[O:36])=[O:35])[CH2:38][CH2:39]3)=[O:3])=[CH:6][CH:7]=2)=[N:13][CH:14]=1, predict the reactants needed to synthesize it. The reactants are: Cl[C:2]([O:4][C:5]1[CH:10]=[CH:9][C:8]([O:11][C:12]2[CH:17]=[CH:16][C:15]([C:18]([F:21])([F:20])[F:19])=[CH:14][N:13]=2)=[CH:7][CH:6]=1)=[O:3].[CH3:22][N:23]([CH3:43])[C:24]1[CH:33]=[CH:32][CH:31]=[C:30]2[C:25]=1[CH:26]=[CH:27][CH:28]=[C:29]2[S:34]([N:37]1[CH2:42][CH2:41][NH:40][CH2:39][CH2:38]1)(=[O:36])=[O:35]. (6) Given the product [NH2:7][C:8]([C:10]1[C:14]([NH:15][C:16]([C:17]2[C:18]([O:24][CH2:25][CH2:26][CH3:27])=[N:19][CH:20]=[C:21]([I:23])[CH:22]=2)=[O:28])=[C:13]([CH2:29][CH3:30])[N:12]([CH:40]2[CH2:39][N:38]([C:36]([O:35][C:31]([CH3:34])([CH3:33])[CH3:32])=[O:37])[CH2:41]2)[N:11]=1)=[O:9], predict the reactants needed to synthesize it. The reactants are: C(=O)([O-])[O-].[Cs+].[Cs+].[NH2:7][C:8]([C:10]1[C:14]([NH:15][C:16](=[O:28])[C:17]2[CH:22]=[C:21]([I:23])[CH:20]=[N:19][C:18]=2[O:24][CH2:25][CH2:26][CH3:27])=[C:13]([CH2:29][CH3:30])[NH:12][N:11]=1)=[O:9].[C:31]([O:35][C:36]([N:38]1[CH2:41][CH:40](I)[CH2:39]1)=[O:37])([CH3:34])([CH3:33])[CH3:32].